This data is from NCI-60 drug combinations with 297,098 pairs across 59 cell lines. The task is: Regression. Given two drug SMILES strings and cell line genomic features, predict the synergy score measuring deviation from expected non-interaction effect. (1) Drug 1: CC(C1=C(C=CC(=C1Cl)F)Cl)OC2=C(N=CC(=C2)C3=CN(N=C3)C4CCNCC4)N. Drug 2: CC(C)NC(=O)C1=CC=C(C=C1)CNNC.Cl. Cell line: NCI-H322M. Synergy scores: CSS=-8.26, Synergy_ZIP=1.81, Synergy_Bliss=-2.83, Synergy_Loewe=-6.56, Synergy_HSA=-5.79. (2) Drug 1: C1=NC2=C(N=C(N=C2N1C3C(C(C(O3)CO)O)O)F)N. Drug 2: C1CN1C2=NC(=NC(=N2)N3CC3)N4CC4. Cell line: M14. Synergy scores: CSS=24.7, Synergy_ZIP=-0.371, Synergy_Bliss=3.98, Synergy_Loewe=-5.63, Synergy_HSA=2.85. (3) Drug 1: CC1=CC2C(CCC3(C2CCC3(C(=O)C)OC(=O)C)C)C4(C1=CC(=O)CC4)C. Drug 2: CCCCCOC(=O)NC1=NC(=O)N(C=C1F)C2C(C(C(O2)C)O)O. Cell line: NCI-H522. Synergy scores: CSS=4.78, Synergy_ZIP=-1.31, Synergy_Bliss=0.148, Synergy_Loewe=0.434, Synergy_HSA=0.335. (4) Drug 1: COC1=NC(=NC2=C1N=CN2C3C(C(C(O3)CO)O)O)N. Drug 2: C1C(C(OC1N2C=NC(=NC2=O)N)CO)O. Cell line: HL-60(TB). Synergy scores: CSS=50.0, Synergy_ZIP=5.39, Synergy_Bliss=5.17, Synergy_Loewe=12.5, Synergy_HSA=12.9. (5) Drug 1: COC1=CC(=CC(=C1O)OC)C2C3C(COC3=O)C(C4=CC5=C(C=C24)OCO5)OC6C(C(C7C(O6)COC(O7)C8=CC=CS8)O)O. Drug 2: C1C(C(OC1N2C=NC3=C(N=C(N=C32)Cl)N)CO)O. Cell line: SW-620. Synergy scores: CSS=31.3, Synergy_ZIP=-7.51, Synergy_Bliss=-6.75, Synergy_Loewe=-7.80, Synergy_HSA=-4.57. (6) Drug 1: CC(CN1CC(=O)NC(=O)C1)N2CC(=O)NC(=O)C2. Drug 2: CN(CCCl)CCCl.Cl. Cell line: A498. Synergy scores: CSS=33.7, Synergy_ZIP=-6.98, Synergy_Bliss=2.42, Synergy_Loewe=2.37, Synergy_HSA=2.75. (7) Drug 1: CC1=C(C(CCC1)(C)C)C=CC(=CC=CC(=CC(=O)O)C)C. Drug 2: C(CCl)NC(=O)N(CCCl)N=O. Cell line: 786-0. Synergy scores: CSS=7.82, Synergy_ZIP=-4.35, Synergy_Bliss=-1.70, Synergy_Loewe=-6.71, Synergy_HSA=-2.59.